The task is: Predict the product of the given reaction.. This data is from Forward reaction prediction with 1.9M reactions from USPTO patents (1976-2016). Given the reactants [CH3:1][O:2][C:3]1[C:4]2[N:5]([N:9]=[C:10]([C:12]3([CH2:15][NH:16][C:17](=[O:21])[CH:18]([CH3:20])[CH3:19])[CH2:14][CH2:13]3)[N:11]=2)[CH:6]=[CH:7][CH:8]=1.[I:22]N1C(=O)CCC1=O.B(F)(F)F.[O-]S([O-])(=S)=O.[Na+].[Na+], predict the reaction product. The product is: [I:22][C:6]1[N:5]2[N:9]=[C:10]([C:12]3([CH2:15][NH:16][C:17](=[O:21])[CH:18]([CH3:19])[CH3:20])[CH2:13][CH2:14]3)[N:11]=[C:4]2[C:3]([O:2][CH3:1])=[CH:8][CH:7]=1.